From a dataset of Forward reaction prediction with 1.9M reactions from USPTO patents (1976-2016). Predict the product of the given reaction. (1) Given the reactants [Cl:1][C:2]1[N:3]=[N:4][CH:5]=[C:6]([O:10][CH3:11])[C:7]=1[O:8]C.N1CCOCC1.C1(N=C=O)C=CC=CC=1, predict the reaction product. The product is: [Cl:1][C:2]1[N:3]=[N:4][CH:5]=[C:6]([O:10][CH3:11])[C:7]=1[OH:8]. (2) Given the reactants [Cl:1][C:2]1[CH:21]=[C:20]([Cl:22])[CH:19]=[CH:18][C:3]=1[CH2:4][N:5]1[C:9]([CH2:10][CH2:11][CH2:12][OH:13])=[CH:8][C:7]([O:14][CH:15]([CH3:17])[CH3:16])=[N:6]1.[CH2:23]([N:30]1[C:34]([CH2:35][CH2:36][C:37]([O:39]CC)=[O:38])=[CH:33][C:32](O)=[N:31]1)[C:24]1[CH:29]=[CH:28][CH:27]=[CH:26][CH:25]=1.C(P(CCCC)CCCC)CCC.N(C(N1CCCCC1)=O)=NC(N1CCCCC1)=O.O1CCCC1CCO.[OH-].[Na+].Cl, predict the reaction product. The product is: [CH2:23]([N:30]1[C:34]([CH2:35][CH2:36][C:37]([OH:39])=[O:38])=[CH:33][C:32]([O:13][CH2:12][CH2:11][CH2:10][C:9]2[N:5]([CH2:4][C:3]3[CH:18]=[CH:19][C:20]([Cl:22])=[CH:21][C:2]=3[Cl:1])[N:6]=[C:7]([O:14][CH:15]([CH3:17])[CH3:16])[CH:8]=2)=[N:31]1)[C:24]1[CH:29]=[CH:28][CH:27]=[CH:26][CH:25]=1. (3) Given the reactants [CH:1]1([C:4]2[CH:9]=[CH:8][C:7]([CH:10]3[N:14]([CH2:15][CH2:16][C:17]4[CH:22]=[CH:21][C:20]([O:23][CH3:24])=[CH:19][CH:18]=4)[C:13](=[O:25])[C:12]4([CH2:30][CH2:29][NH:28][CH2:27][CH2:26]4)[N:11]3[CH3:31])=[CH:6][CH:5]=2)[CH2:3][CH2:2]1.C(N(CC)CC)C.Cl[C:40]([O:42][CH2:43][CH3:44])=[O:41], predict the reaction product. The product is: [CH:1]1([C:4]2[CH:9]=[CH:8][C:7]([CH:10]3[N:14]([CH2:15][CH2:16][C:17]4[CH:22]=[CH:21][C:20]([O:23][CH3:24])=[CH:19][CH:18]=4)[C:13](=[O:25])[C:12]4([CH2:26][CH2:27][N:28]([C:40]([O:42][CH2:43][CH3:44])=[O:41])[CH2:29][CH2:30]4)[N:11]3[CH3:31])=[CH:6][CH:5]=2)[CH2:3][CH2:2]1. (4) Given the reactants [F:1][C:2]1[C:31]([F:32])=[CH:30][CH:29]=[CH:28][C:3]=1[CH2:4][NH:5][C:6]1[C:11]([C:12]([NH2:14])=[O:13])=[CH:10][N:9]=[C:8]([NH:15][C:16]2[CH:21]=[CH:20][C:19]([CH:22]3[CH2:27][CH2:26][NH:25][CH2:24][CH2:23]3)=[CH:18][CH:17]=2)[CH:7]=1.[C:33]([N:36]1[CH2:40][CH2:39][CH2:38][C@@H:37]1[C:41](O)=[O:42])(=[O:35])[CH3:34].CCN(C(C)C)C(C)C.F[P-](F)(F)(F)(F)F.N1(O[P+](N(C)C)(N(C)C)N(C)C)C2C=CC=CC=2N=N1, predict the reaction product. The product is: [C:33]([N:36]1[CH2:40][CH2:39][CH2:38][C@@H:37]1[C:41]([N:25]1[CH2:24][CH2:23][CH:22]([C:19]2[CH:18]=[CH:17][C:16]([NH:15][C:8]3[CH:7]=[C:6]([NH:5][CH2:4][C:3]4[CH:28]=[CH:29][CH:30]=[C:31]([F:32])[C:2]=4[F:1])[C:11]([C:12]([NH2:14])=[O:13])=[CH:10][N:9]=3)=[CH:21][CH:20]=2)[CH2:27][CH2:26]1)=[O:42])(=[O:35])[CH3:34]. (5) Given the reactants [CH2:1]([C:4]1[S:29][C:7]2[N:8]=[C:9]([O:25][CH2:26][CH2:27][NH2:28])[N:10]=[C:11]([N:12]3[CH2:17][CH2:16][N:15]4[C:18]([C:21]([F:24])([F:23])[F:22])=[N:19][N:20]=[C:14]4[CH2:13]3)[C:6]=2[CH:5]=1)[CH2:2][CH3:3].C(N(C(C)C)CC)(C)C.[CH3:39][S:40](Cl)(=[O:42])=[O:41], predict the reaction product. The product is: [CH2:1]([C:4]1[S:29][C:7]2[N:8]=[C:9]([O:25][CH2:26][CH2:27][NH:28][S:40]([CH3:39])(=[O:42])=[O:41])[N:10]=[C:11]([N:12]3[CH2:17][CH2:16][N:15]4[C:18]([C:21]([F:22])([F:24])[F:23])=[N:19][N:20]=[C:14]4[CH2:13]3)[C:6]=2[CH:5]=1)[CH2:2][CH3:3]. (6) Given the reactants [Br:1][C:2]1[CH:3]=[C:4]([CH:8]=[O:9])[S:5][C:6]=1Br.C(=O)([O-])[O-].[K+].[K+].[C:16]1([SH:22])[CH:21]=[CH:20][CH:19]=[CH:18][CH:17]=1.O, predict the reaction product. The product is: [Br:1][C:2]1[CH:3]=[C:4]([CH:8]=[O:9])[S:5][C:6]=1[S:22][C:16]1[CH:21]=[CH:20][CH:19]=[CH:18][CH:17]=1. (7) Given the reactants Cl[C:2]1[N:7]=[C:6]([NH:8][C@@H:9]2[CH2:14][CH2:13][CH2:12][CH2:11][C@@H:10]2[NH:15][C:16](=[O:22])[O:17][C:18]([CH3:21])([CH3:20])[CH3:19])[CH:5]=[N:4][C:3]=1[C:23]#[N:24].[NH2:25][C:26]1[CH:33]=[CH:32][C:29]([C:30]#[N:31])=[CH:28][CH:27]=1.C([O-])([O-])=O.[K+].[K+].C1C=CC(P(C2C(C3C(P(C4C=CC=CC=4)C4C=CC=CC=4)=CC=C4C=3C=CC=C4)=C3C(C=CC=C3)=CC=2)C2C=CC=CC=2)=CC=1, predict the reaction product. The product is: [C:23]([C:3]1[N:4]=[CH:5][C:6]([NH:8][C@@H:9]2[CH2:14][CH2:13][CH2:12][CH2:11][C@@H:10]2[NH:15][C:16](=[O:22])[O:17][C:18]([CH3:21])([CH3:20])[CH3:19])=[N:7][C:2]=1[NH:25][C:26]1[CH:33]=[CH:32][C:29]([C:30]#[N:31])=[CH:28][CH:27]=1)#[N:24].